Dataset: NCI-60 drug combinations with 297,098 pairs across 59 cell lines. Task: Regression. Given two drug SMILES strings and cell line genomic features, predict the synergy score measuring deviation from expected non-interaction effect. (1) Cell line: EKVX. Drug 2: CN1C2=C(C=C(C=C2)N(CCCl)CCCl)N=C1CCCC(=O)O.Cl. Synergy scores: CSS=5.85, Synergy_ZIP=-1.21, Synergy_Bliss=-0.168, Synergy_Loewe=-6.68, Synergy_HSA=-0.758. Drug 1: CC(C1=C(C=CC(=C1Cl)F)Cl)OC2=C(N=CC(=C2)C3=CN(N=C3)C4CCNCC4)N. (2) Drug 2: COC1=NC(=NC2=C1N=CN2C3C(C(C(O3)CO)O)O)N. Drug 1: C1CN1P(=S)(N2CC2)N3CC3. Cell line: HOP-92. Synergy scores: CSS=4.22, Synergy_ZIP=-0.142, Synergy_Bliss=3.66, Synergy_Loewe=0.859, Synergy_HSA=1.33. (3) Drug 1: C1=CC=C(C=C1)NC(=O)CCCCCCC(=O)NO. Drug 2: C1C(C(OC1N2C=NC(=NC2=O)N)CO)O. Cell line: A498. Synergy scores: CSS=-4.36, Synergy_ZIP=0.773, Synergy_Bliss=-5.02, Synergy_Loewe=-9.75, Synergy_HSA=-13.7. (4) Drug 1: C1=CC(=CC=C1CC(C(=O)O)N)N(CCCl)CCCl.Cl. Drug 2: CC1C(C(=O)NC(C(=O)N2CCCC2C(=O)N(CC(=O)N(C(C(=O)O1)C(C)C)C)C)C(C)C)NC(=O)C3=C4C(=C(C=C3)C)OC5=C(C(=O)C(=C(C5=N4)C(=O)NC6C(OC(=O)C(N(C(=O)CN(C(=O)C7CCCN7C(=O)C(NC6=O)C(C)C)C)C)C(C)C)C)N)C. Cell line: T-47D. Synergy scores: CSS=8.09, Synergy_ZIP=-3.80, Synergy_Bliss=2.45, Synergy_Loewe=-2.30, Synergy_HSA=-0.821. (5) Drug 1: CC1OCC2C(O1)C(C(C(O2)OC3C4COC(=O)C4C(C5=CC6=C(C=C35)OCO6)C7=CC(=C(C(=C7)OC)O)OC)O)O. Drug 2: CC1CCCC2(C(O2)CC(NC(=O)CC(C(C(=O)C(C1O)C)(C)C)O)C(=CC3=CSC(=N3)C)C)C. Cell line: UACC-257. Synergy scores: CSS=-3.57, Synergy_ZIP=-2.13, Synergy_Bliss=-5.28, Synergy_Loewe=-6.18, Synergy_HSA=-5.79. (6) Drug 1: COC1=C(C=C2C(=C1)N=CN=C2NC3=CC(=C(C=C3)F)Cl)OCCCN4CCOCC4. Drug 2: C1CCC(CC1)NC(=O)N(CCCl)N=O. Cell line: MDA-MB-231. Synergy scores: CSS=21.9, Synergy_ZIP=-5.06, Synergy_Bliss=0.107, Synergy_Loewe=-10.9, Synergy_HSA=2.84. (7) Synergy scores: CSS=18.0, Synergy_ZIP=-2.83, Synergy_Bliss=1.40, Synergy_Loewe=0.312, Synergy_HSA=1.83. Cell line: IGROV1. Drug 2: COCCOC1=C(C=C2C(=C1)C(=NC=N2)NC3=CC=CC(=C3)C#C)OCCOC.Cl. Drug 1: C1=NC2=C(N1)C(=S)N=CN2.